Dataset: CYP1A2 inhibition data for predicting drug metabolism from PubChem BioAssay. Task: Regression/Classification. Given a drug SMILES string, predict its absorption, distribution, metabolism, or excretion properties. Task type varies by dataset: regression for continuous measurements (e.g., permeability, clearance, half-life) or binary classification for categorical outcomes (e.g., BBB penetration, CYP inhibition). Dataset: cyp1a2_veith. The molecule is COc1ccc(/C=C(/NC(C)=O)C(=O)O)cc1. The result is 0 (non-inhibitor).